Dataset: Forward reaction prediction with 1.9M reactions from USPTO patents (1976-2016). Task: Predict the product of the given reaction. (1) Given the reactants [CH3:1][C:2]([S:5]([NH:7][C@@H:8]([C:12]1[CH:17]=[CH:16][C:15]([O:18][CH2:19][C:20]([F:23])([F:22])[F:21])=[CH:14][N:13]=1)[CH2:9][CH:10]=C)=[O:6])([CH3:4])[CH3:3].[BH4-].[Na+].[OH2:26], predict the reaction product. The product is: [OH:26][CH2:10][CH2:9][C@@H:8]([NH:7][S:5]([C:2]([CH3:4])([CH3:3])[CH3:1])=[O:6])[C:12]1[CH:17]=[CH:16][C:15]([O:18][CH2:19][C:20]([F:23])([F:22])[F:21])=[CH:14][N:13]=1. (2) Given the reactants [C:6](O[C:6](=[O:9])[CH2:7][CH3:8])(=[O:9])[CH2:7][CH3:8].[CH2:10]([N:17]1[CH2:22][CH2:21][CH:20]([NH:23][C:24]2[CH:29]=[CH:28][C:27]([Cl:30])=[C:26]([Cl:31])[CH:25]=2)[CH2:19][CH2:18]1)[C:11]1[CH:16]=[CH:15][CH:14]=[CH:13][CH:12]=1.C1(C)C=CC=CC=1, predict the reaction product. The product is: [CH2:10]([N:17]1[CH2:22][CH2:21][CH:20]([N:23]([C:24]2[CH:29]=[CH:28][C:27]([Cl:30])=[C:26]([Cl:31])[CH:25]=2)[C:6](=[O:9])[CH2:7][CH3:8])[CH2:19][CH2:18]1)[C:11]1[CH:12]=[CH:13][CH:14]=[CH:15][CH:16]=1. (3) Given the reactants [H-].[Na+].[C:3](#[N:7])[CH2:4][C:5]#[N:6].I[C:9]1[CH:14]=[C:13]([CH3:15])[C:12]([C:16]2[C:21]([CH3:22])=[CH:20][N:19]=[CH:18][C:17]=2[CH3:23])=[C:11]([CH3:24])[CH:10]=1.Cl, predict the reaction product. The product is: [CH3:22][C:21]1[CH:20]=[N:19][CH:18]=[C:17]([CH3:23])[C:16]=1[C:12]1[C:11]([CH3:24])=[CH:10][C:9]([CH:4]([C:3]#[N:7])[C:5]#[N:6])=[CH:14][C:13]=1[CH3:15]. (4) Given the reactants I[C:2]1[CH:8]=[C:7]([N+:9]([O-:11])=[O:10])[CH:6]=[CH:5][C:3]=1[NH2:4].C(NCC)C.C(OCC)(=O)C, predict the reaction product. The product is: [N+:9]([C:7]1[CH:8]=[CH:2][C:3]([NH2:4])=[CH:5][CH:6]=1)([O-:11])=[O:10]. (5) Given the reactants [CH2:1]([N:4]([CH2:11][CH:12]=[CH2:13])[C@@H:5]1[CH2:9][O:8][CH2:7][C@H:6]1O)[CH:2]=[CH2:3].C([N:16](CC)CC)C.CS(Cl)(=O)=O.[OH-].[NH4+], predict the reaction product. The product is: [CH2:1]([N:4]([CH2:11][CH:12]=[CH2:13])[C@H:5]1[C@H:6]([NH2:16])[CH2:7][O:8][CH2:9]1)[CH:2]=[CH2:3]. (6) Given the reactants [Br:1][C:2]1[CH:10]=[C:9]([CH3:11])[CH:8]=[CH:7][C:3]=1[C:4]([OH:6])=[O:5].[OH-:12].[Na+].Cl.[Si](C=[N+]=[N-])(C)(C)C.CCCCCC.[CH3:28]O, predict the reaction product. The product is: [CH3:28][O:5][C:4](=[O:6])[C:3]1[CH:7]=[CH:8][C:9]([CH2:11][OH:12])=[CH:10][C:2]=1[Br:1]. (7) The product is: [F:29][C:19]([F:18])([F:28])[CH:20]([NH:27][C:10]([C:7]1[CH:6]=[C:5]([O:13][CH2:14][CH:15]2[CH2:17][CH2:16]2)[C:4]([CH:1]2[CH2:2][CH2:3]2)=[CH:9][N:8]=1)=[O:12])[C:21]1[CH:26]=[CH:25][CH:24]=[CH:23][N:22]=1. Given the reactants [CH:1]1([C:4]2[C:5]([O:13][CH2:14][CH:15]3[CH2:17][CH2:16]3)=[CH:6][C:7]([C:10]([OH:12])=O)=[N:8][CH:9]=2)[CH2:3][CH2:2]1.[F:18][C:19]([F:29])([F:28])[CH:20]([NH2:27])[C:21]1[CH:26]=[CH:25][CH:24]=[CH:23][N:22]=1, predict the reaction product.